Task: Predict which catalyst facilitates the given reaction.. Dataset: Catalyst prediction with 721,799 reactions and 888 catalyst types from USPTO (1) Product: [F:1][C:2]1[CH:3]=[CH:4][C:5]([O:11][CH3:12])=[C:6]([CH2:8][CH2:9][N:10]=[CH:13][C:15]2[CH:24]=[CH:23][C:18]([C:19]([O:21][CH3:22])=[O:20])=[CH:17][CH:16]=2)[CH:7]=1. Reactant: [F:1][C:2]1[CH:3]=[CH:4][C:5]([O:11][CH3:12])=[C:6]([CH2:8][CH2:9][NH2:10])[CH:7]=1.[CH:13]([C:15]1[CH:24]=[CH:23][C:18]([C:19]([O:21][CH3:22])=[O:20])=[CH:17][CH:16]=1)=O. The catalyst class is: 8. (2) Reactant: C(OC(=O)[NH:7][C:8]1[CH:13]=[CH:12][C:11]([O:14][C:15]2[CH:20]=[CH:19][C:18]([C:21](=[O:30])[NH:22][C:23]3[CH:28]=[CH:27][C:26]([Br:29])=[CH:25][CH:24]=3)=[CH:17][C:16]=2[NH:31][C:32]2[C:33]3[CH:41]=[CH:40][C:39]([CH:42]([CH3:44])[CH3:43])=[N:38][C:34]=3[N:35]=[CH:36][N:37]=2)=[CH:10][CH:9]=1)(C)(C)C.FC(F)(F)C(O)=O. Product: [NH2:7][C:8]1[CH:13]=[CH:12][C:11]([O:14][C:15]2[CH:20]=[CH:19][C:18]([C:21]([NH:22][C:23]3[CH:28]=[CH:27][C:26]([Br:29])=[CH:25][CH:24]=3)=[O:30])=[CH:17][C:16]=2[NH:31][C:32]2[C:33]3[CH:41]=[CH:40][C:39]([CH:42]([CH3:43])[CH3:44])=[N:38][C:34]=3[N:35]=[CH:36][N:37]=2)=[CH:10][CH:9]=1. The catalyst class is: 2. (3) Reactant: C1(C)C=CC(S(O)(=O)=O)=CC=1.[F:12][C:13]1[CH:26]=[CH:25][C:16]([C:17]([CH:19]2[CH2:24][CH2:23][NH:22][CH2:21][CH2:20]2)=[O:18])=[CH:15][CH:14]=1.C(N(CC)CC)C.[C:34](OC([O-])=O)([O:36][C:37]([CH3:40])([CH3:39])[CH3:38])=[O:35]. Product: [C:37]([O:36][C:34]([N:22]1[CH2:23][CH2:24][CH:19]([C:17](=[O:18])[C:16]2[CH:15]=[CH:14][C:13]([F:12])=[CH:26][CH:25]=2)[CH2:20][CH2:21]1)=[O:35])([CH3:40])([CH3:39])[CH3:38]. The catalyst class is: 2. (4) Reactant: [C:1]([O:5][C:6]([N:8]1[C@@H:12]([C:13](=[O:15])[CH3:14])[CH2:11][O:10][C:9]1([CH3:17])[CH3:16])=[O:7])([CH3:4])([CH3:3])[CH3:2].[CH2:18]([Mg]Cl)[C:19]1[CH:24]=[CH:23][CH:22]=[CH:21][CH:20]=1. Product: [C:1]([O:5][C:6]([N:8]1[C@@H:12]([C:13]([OH:15])([CH3:14])[CH2:18][C:19]2[CH:24]=[CH:23][CH:22]=[CH:21][CH:20]=2)[CH2:11][O:10][C:9]1([CH3:16])[CH3:17])=[O:7])([CH3:4])([CH3:3])[CH3:2]. The catalyst class is: 1. (5) Reactant: [CH2:1]([O:8][C:9]1[CH:14]=[CH:13][C:12]2[CH:15]([C:17]#N)[CH2:16][C:11]=2[CH:10]=1)[C:2]1[CH:7]=[CH:6][CH:5]=[CH:4][CH:3]=1.[OH-:19].[K+].[OH2:21]. Product: [CH2:1]([O:8][C:9]1[CH:14]=[CH:13][C:12]2[CH:15]([C:17]([OH:21])=[O:19])[CH2:16][C:11]=2[CH:10]=1)[C:2]1[CH:7]=[CH:6][CH:5]=[CH:4][CH:3]=1. The catalyst class is: 8. (6) Reactant: [OH:1][C@@H:2]1[CH2:7][N:6]([C:8]([O:10][CH3:11])=[O:9])[C@H:5]([C:12]([N:14]2[CH2:19][CH2:18][N:17]([C:20]3[CH:25]=[CH:24][CH:23]=[CH:22][CH:21]=3)[CH2:16][CH2:15]2)=[O:13])[C@@H:4]([C:26]([O:28][CH3:29])=[O:27])[CH2:3]1.CC(C)([O-])C.[K+].[CH3:36][C:37]([O:40][C:41](=[O:44])[CH2:42]Br)([CH3:39])[CH3:38]. Product: [C:37]([O:40][C:41](=[O:44])[CH2:42][O:1][C@@H:2]1[CH2:7][N:6]([C:8]([O:10][CH3:11])=[O:9])[C@H:5]([C:12]([N:14]2[CH2:19][CH2:18][N:17]([C:20]3[CH:25]=[CH:24][CH:23]=[CH:22][CH:21]=3)[CH2:16][CH2:15]2)=[O:13])[C@@H:4]([C:26]([O:28][CH3:29])=[O:27])[CH2:3]1)([CH3:39])([CH3:38])[CH3:36]. The catalyst class is: 7.